Dataset: Peptide-MHC class II binding affinity with 134,281 pairs from IEDB. Task: Regression. Given a peptide amino acid sequence and an MHC pseudo amino acid sequence, predict their binding affinity value. This is MHC class II binding data. (1) The peptide sequence is AFSPEVIPMFSALSEGA. The MHC is HLA-DQA10501-DQB10201 with pseudo-sequence HLA-DQA10501-DQB10201. The binding affinity (normalized) is 0.414. (2) The peptide sequence is NLALSIKYNKEGDSM. The MHC is HLA-DPA10201-DPB11401 with pseudo-sequence HLA-DPA10201-DPB11401. The binding affinity (normalized) is 0.0411. (3) The peptide sequence is AFKYAATAANAAPAN. The MHC is DRB1_0802 with pseudo-sequence DRB1_0802. The binding affinity (normalized) is 0.513. (4) The peptide sequence is EKKYKAATQFEPLAA. The MHC is DRB1_1001 with pseudo-sequence DRB1_1001. The binding affinity (normalized) is 0.584. (5) The peptide sequence is MLLRKYGIAAENVID. The MHC is HLA-DQA10101-DQB10501 with pseudo-sequence HLA-DQA10101-DQB10501. The binding affinity (normalized) is 0.221.